From a dataset of Catalyst prediction with 721,799 reactions and 888 catalyst types from USPTO. Predict which catalyst facilitates the given reaction. (1) Reactant: [BH4-].[Na+].[CH3:3][O:4][C:5]1[CH:6]=[C:7]2[C:12](=[CH:13][CH:14]=1)[C:11]([C:15]1[CH:20]=[CH:19][CH:18]=[CH:17][CH:16]=1)=[N:10][CH2:9][CH2:8]2. Product: [CH3:3][O:4][C:5]1[CH:6]=[C:7]2[C:12](=[CH:13][CH:14]=1)[CH:11]([C:15]1[CH:20]=[CH:19][CH:18]=[CH:17][CH:16]=1)[NH:10][CH2:9][CH2:8]2. The catalyst class is: 5. (2) Reactant: [O:1]1[C@H:3]2[CH2:4][CH:5]3[C@:18]([CH3:20])([CH2:19][C@@H:2]12)[C@@H:17]1[C@H:8]([C@H:9]2[C@@:13]([CH2:15][CH2:16]1)([CH3:14])[C:12](=[O:21])[CH2:11][CH2:10]2)[CH2:7][CH2:6]3.O.[NH:23]1[CH2:28][CH2:27][NH:26][CH2:25][CH2:24]1. Product: [OH:1][C@@H:3]1[C@@H:2]([N:23]2[CH2:28][CH2:27][NH:26][CH2:25][CH2:24]2)[CH2:19][C@@:18]2([CH3:20])[CH:5]([CH2:6][CH2:7][C@@H:8]3[C@@H:17]2[CH2:16][CH2:15][C@@:13]2([CH3:14])[C@H:9]3[CH2:10][CH2:11][C:12]2=[O:21])[CH2:4]1. The catalyst class is: 4. (3) Reactant: [Cl:1][C:2]1[C:3]([F:59])=[C:4]([C@@H:8]2[C@:12]([C:15]3[CH:20]=[CH:19][C:18]([Cl:21])=[CH:17][C:16]=3[F:22])([C:13]#[N:14])[C@H:11]([CH2:23][C:24]([CH3:27])([CH3:26])[CH3:25])[NH:10][C@H:9]2[C:28]([NH:30][C:31]2[CH:56]=[CH:55][C:34]([C:35]([O:37][CH:38]([O:40][C:41](=[O:54])[NH:42][CH2:43][C:44]([O:46]CC3C=CC=CC=3)=[O:45])[CH3:39])=[O:36])=[CH:33][C:32]=2[O:57][CH3:58])=[O:29])[CH:5]=[CH:6][CH:7]=1.[H][H]. Product: [Cl:1][C:2]1[C:3]([F:59])=[C:4]([C@@H:8]2[C@:12]([C:15]3[CH:20]=[CH:19][C:18]([Cl:21])=[CH:17][C:16]=3[F:22])([C:13]#[N:14])[C@H:11]([CH2:23][C:24]([CH3:25])([CH3:26])[CH3:27])[NH:10][C@H:9]2[C:28]([NH:30][C:31]2[CH:56]=[CH:55][C:34]([C:35]([O:37][CH:38]([O:40][C:41]([NH:42][CH2:43][C:44]([OH:46])=[O:45])=[O:54])[CH3:39])=[O:36])=[CH:33][C:32]=2[O:57][CH3:58])=[O:29])[CH:5]=[CH:6][CH:7]=1. The catalyst class is: 78.